From a dataset of Reaction yield outcomes from USPTO patents with 853,638 reactions. Predict the reaction yield, written as a fraction of the theoretical maximum amount of product (1.0 means a 100% yield; for example, 0.34 means a 34% yield). (1) The reactants are C(Cl)(=O)C(Cl)=O.[F:7][C:8]([F:16])([F:15])[C:9]1([C:12](O)=[O:13])[CH2:11][CH2:10]1.[C:17]([O:21][C:22]([N:24]1[CH2:29][CH2:28][C:27]([NH2:32])([C:30]#[N:31])[CH2:26][CH2:25]1)=[O:23])([CH3:20])([CH3:19])[CH3:18].C(N(C(C)C)CC)(C)C. The catalyst is ClCCl.CN(C)C=O. The product is [C:17]([O:21][C:22]([N:24]1[CH2:25][CH2:26][C:27]([C:30]#[N:31])([NH:32][C:12]([C:9]2([C:8]([F:16])([F:15])[F:7])[CH2:11][CH2:10]2)=[O:13])[CH2:28][CH2:29]1)=[O:23])([CH3:20])([CH3:18])[CH3:19]. The yield is 0.860. (2) The catalyst is CS(C)=O. The reactants are Cl[C:2]1[N:9]=[C:8]([NH:10][CH2:11][C:12]([CH3:15])([CH3:14])[CH3:13])[C:7]([F:16])=[CH:6][C:3]=1[C:4]#[N:5].[NH2:17][C:18]1[CH:19]=[C:20]([CH:26]=[CH:27][C:28]=1[CH3:29])[C:21]([NH:23][O:24][CH3:25])=[O:22].[F-].[K+]. The yield is 0.0100. The product is [C:4]([C:3]1[C:2]([NH:17][C:18]2[CH:19]=[C:20]([CH:26]=[CH:27][C:28]=2[CH3:29])[C:21]([NH:23][O:24][CH3:25])=[O:22])=[N:9][C:8]([NH:10][CH2:11][C:12]([CH3:15])([CH3:14])[CH3:13])=[C:7]([F:16])[CH:6]=1)#[N:5].